Task: Predict the reactants needed to synthesize the given product.. Dataset: Full USPTO retrosynthesis dataset with 1.9M reactions from patents (1976-2016) (1) The reactants are: [NH2:1][C:2]1[N:3]=[C:4]([N:17]2[CH2:22][CH2:21][NH:20][CH2:19][CH2:18]2)[C:5]2[C:10]([C:11]3[CH:12]=[N:13][CH:14]=[CH:15][CH:16]=3)=[CH:9][S:8][C:6]=2[N:7]=1.[CH3:23][O:24][C:25]1[CH:30]=[CH:29][CH:28]=[CH:27][C:26]=1[N:31]=[C:32]=[O:33]. Given the product [NH2:1][C:2]1[N:3]=[C:4]([N:17]2[CH2:22][CH2:21][N:20]([C:32]([NH:31][C:26]3[CH:27]=[CH:28][CH:29]=[CH:30][C:25]=3[O:24][CH3:23])=[O:33])[CH2:19][CH2:18]2)[C:5]2[C:10]([C:11]3[CH:12]=[N:13][CH:14]=[CH:15][CH:16]=3)=[CH:9][S:8][C:6]=2[N:7]=1, predict the reactants needed to synthesize it. (2) Given the product [NH2:26][C:24]([C:23]1[CH:22]=[C:21]([C:27]2[C:32]([F:33])=[CH:31][C:30]([C:34]([OH:37])([CH3:36])[CH3:35])=[CH:29][C:28]=2[F:38])[S:20][C:19]=1[NH:18][C:2]1[N:7]=[C:6]([CH2:8][N:9]2[CH:13]=[C:12]([C:14]([O:16][CH3:17])=[O:15])[N:11]=[N:10]2)[CH:5]=[CH:4][CH:3]=1)=[O:25], predict the reactants needed to synthesize it. The reactants are: Br[C:2]1[N:7]=[C:6]([CH2:8][N:9]2[CH:13]=[C:12]([C:14]([O:16][CH3:17])=[O:15])[N:11]=[N:10]2)[CH:5]=[CH:4][CH:3]=1.[NH2:18][C:19]1[S:20][C:21]([C:27]2[C:32]([F:33])=[CH:31][C:30]([C:34]([OH:37])([CH3:36])[CH3:35])=[CH:29][C:28]=2[F:38])=[CH:22][C:23]=1[C:24]([NH2:26])=[O:25]. (3) The reactants are: Br[C:2]1[CH:7]=[C:6]([Cl:8])[N:5]=[C:4]([N:9]2[CH2:14][CH2:13][O:12][CH2:11][CH2:10]2)[C:3]=1[F:15].[CH3:16][C:17]1[N:22]=[CH:21][C:20]([NH2:23])=[CH:19][C:18]=1B1OC(C)(C)C(C)(C)O1.C(=O)([O-])[O-].[Na+].[Na+]. Given the product [Cl:8][C:6]1[N:5]=[C:4]([N:9]2[CH2:14][CH2:13][O:12][CH2:11][CH2:10]2)[C:3]([F:15])=[C:2]([C:18]2[C:17]([CH3:16])=[N:22][CH:21]=[C:20]([NH2:23])[CH:19]=2)[CH:7]=1, predict the reactants needed to synthesize it. (4) Given the product [Cl:1][C:2]1[C:3]([O:30][C@H:31]2[CH2:36][CH2:35][CH2:34][CH2:33][C@@H:32]2[C:37]2[N:41]([CH3:42])[N:40]=[CH:39][CH:38]=2)=[CH:4][C:5]([F:29])=[C:6]([S:8]([NH:11][C:12]2[CH:17]=[CH:16][N:15]=[CH:14][N:13]=2)(=[O:10])=[O:9])[CH:7]=1, predict the reactants needed to synthesize it. The reactants are: [Cl:1][C:2]1[C:3]([O:30][C@H:31]2[CH2:36][CH2:35][CH2:34][CH2:33][C@@H:32]2[C:37]2[N:41]([CH3:42])[N:40]=[CH:39][CH:38]=2)=[CH:4][C:5]([F:29])=[C:6]([S:8]([N:11](CC2C=CC(OC)=CC=2OC)[C:12]2[CH:17]=[CH:16][N:15]=[CH:14][N:13]=2)(=[O:10])=[O:9])[CH:7]=1.C([SiH](CC)CC)C. (5) Given the product [CH3:21][O:22][C:23]1[CH:28]=[CH:27][C:26]([N:1]2[CH:5]=[C:4]([C:6]3[C:7]([C:15]4[CH:16]=[CH:17][CH:18]=[CH:19][CH:20]=4)=[N:8][O:9][C:10]=3[C:11]([F:14])([F:12])[F:13])[N:3]=[CH:2]2)=[CH:25][CH:24]=1, predict the reactants needed to synthesize it. The reactants are: [NH:1]1[CH:5]=[C:4]([C:6]2[C:7]([C:15]3[CH:20]=[CH:19][CH:18]=[CH:17][CH:16]=3)=[N:8][O:9][C:10]=2[C:11]([F:14])([F:13])[F:12])[N:3]=[CH:2]1.[CH3:21][O:22][C:23]1[CH:28]=[CH:27][C:26](B(O)O)=[CH:25][CH:24]=1. (6) Given the product [NH2:1][C:2]1[C:7]([C:8]#[N:9])=[C:6]([N:10]2[CH2:11][CH2:12][CH:13]([C:16]3[N:17]([CH2:32][CH2:33][NH:34][CH2:35][CH:36]([CH3:38])[CH3:37])[CH:18]=[C:19]([C:21]4[CH:26]=[CH:25][C:24]([F:27])=[C:23]([C:28]([F:31])([F:30])[F:29])[CH:22]=4)[N:20]=3)[CH2:14][CH2:15]2)[N:5]=[CH:4][N:3]=1, predict the reactants needed to synthesize it. The reactants are: [NH2:1][C:2]1[C:7]([C:8]#[N:9])=[C:6]([N:10]2[CH2:15][CH2:14][CH:13]([C:16]3[N:17]([CH2:32][CH2:33][NH:34][CH2:35][CH:36]4[CH2:38][CH2:37]4)[CH:18]=[C:19]([C:21]4[CH:26]=[CH:25][C:24]([F:27])=[C:23]([C:28]([F:31])([F:30])[F:29])[CH:22]=4)[N:20]=3)[CH2:12][CH2:11]2)[N:5]=[CH:4][N:3]=1.C(N)C(C)C. (7) Given the product [Si:28]([O:29][CH2:30][CH:31]1[CH2:36][CH2:35][CH2:34][N:33]([C:2]2[CH:3]=[CH:4][C:5]([CH3:23])=[C:6]([CH:22]=2)[C:7]([NH:9][C:10]2[C:19]([CH3:20])=[CH:18][C:13]([C:14]([O:16][CH3:17])=[O:15])=[CH:12][C:11]=2[CH3:21])=[O:8])[CH2:32]1)([C:24]([CH3:27])([CH3:26])[CH3:25])([CH3:38])[CH3:37], predict the reactants needed to synthesize it. The reactants are: Br[C:2]1[CH:3]=[CH:4][C:5]([CH3:23])=[C:6]([CH:22]=1)[C:7]([NH:9][C:10]1[C:19]([CH3:20])=[CH:18][C:13]([C:14]([O:16][CH3:17])=[O:15])=[CH:12][C:11]=1[CH3:21])=[O:8].[C:24]([Si:28]([CH3:38])([CH3:37])[O:29][CH2:30][CH:31]1[CH2:36][CH2:35][CH2:34][NH:33][CH2:32]1)([CH3:27])([CH3:26])[CH3:25].C([O-])([O-])=O.[Cs+].[Cs+].COC1C=CC=C(OC)C=1C1C=CC=CC=1P(C1CCCCC1)C1CCCCC1. (8) Given the product [CH:2]([NH:1][C:16]1[CH:17]=[C:18]([C:22]2[N:23]=[C:24]3[C:30]([C:31](=[O:36])[C:32]([CH3:35])([CH3:34])[CH3:33])=[CH:29][NH:28][C:25]3=[N:26][CH:27]=2)[CH:19]=[CH:20][CH:21]=1)([CH3:6])[CH3:3], predict the reactants needed to synthesize it. The reactants are: [NH:1]1CC[CH2:6][CH:2]1[C:3](O)=O.C(=O)([O-])[O-].[K+].[K+].I[C:16]1[CH:17]=[C:18]([C:22]2[N:23]=[C:24]3[C:30]([C:31](=[O:36])[C:32]([CH3:35])([CH3:34])[CH3:33])=[CH:29][NH:28][C:25]3=[N:26][CH:27]=2)[CH:19]=[CH:20][CH:21]=1.C(N)(C)C.